From a dataset of NCI-60 drug combinations with 297,098 pairs across 59 cell lines. Regression. Given two drug SMILES strings and cell line genomic features, predict the synergy score measuring deviation from expected non-interaction effect. (1) Drug 1: C1CC(C1)(C(=O)O)C(=O)O.[NH2-].[NH2-].[Pt+2]. Drug 2: B(C(CC(C)C)NC(=O)C(CC1=CC=CC=C1)NC(=O)C2=NC=CN=C2)(O)O. Cell line: NCI/ADR-RES. Synergy scores: CSS=16.4, Synergy_ZIP=3.63, Synergy_Bliss=4.79, Synergy_Loewe=-26.3, Synergy_HSA=4.20. (2) Drug 1: CCCCCOC(=O)NC1=NC(=O)N(C=C1F)C2C(C(C(O2)C)O)O. Drug 2: CC(C)(C#N)C1=CC(=CC(=C1)CN2C=NC=N2)C(C)(C)C#N. Cell line: OVCAR-8. Synergy scores: CSS=-3.15, Synergy_ZIP=2.68, Synergy_Bliss=0.835, Synergy_Loewe=-5.14, Synergy_HSA=-4.05. (3) Drug 1: C1=NC2=C(N=C(N=C2N1C3C(C(C(O3)CO)O)F)Cl)N. Drug 2: CC1=C(C(=O)C2=C(C1=O)N3CC4C(C3(C2COC(=O)N)OC)N4)N. Cell line: MDA-MB-231. Synergy scores: CSS=15.6, Synergy_ZIP=-2.65, Synergy_Bliss=1.95, Synergy_Loewe=3.30, Synergy_HSA=3.72. (4) Drug 1: CN1C2=C(C=C(C=C2)N(CCCl)CCCl)N=C1CCCC(=O)O.Cl. Drug 2: CCCCCOC(=O)NC1=NC(=O)N(C=C1F)C2C(C(C(O2)C)O)O. Cell line: MDA-MB-231. Synergy scores: CSS=-5.30, Synergy_ZIP=5.42, Synergy_Bliss=2.04, Synergy_Loewe=-5.59, Synergy_HSA=-5.31. (5) Drug 1: COC1=CC(=CC(=C1O)OC)C2C3C(COC3=O)C(C4=CC5=C(C=C24)OCO5)OC6C(C(C7C(O6)COC(O7)C8=CC=CS8)O)O. Drug 2: C1C(C(OC1N2C=NC(=NC2=O)N)CO)O. Cell line: SK-OV-3. Synergy scores: CSS=34.4, Synergy_ZIP=-5.90, Synergy_Bliss=5.03, Synergy_Loewe=-10.1, Synergy_HSA=4.14. (6) Drug 1: CC12CCC3C(C1CCC2=O)CC(=C)C4=CC(=O)C=CC34C. Drug 2: C1CCC(C(C1)N)N.C(=O)(C(=O)[O-])[O-].[Pt+4]. Cell line: SF-539. Synergy scores: CSS=16.7, Synergy_ZIP=-1.60, Synergy_Bliss=-2.11, Synergy_Loewe=-2.04, Synergy_HSA=-0.349. (7) Drug 1: CN1CCC(CC1)COC2=C(C=C3C(=C2)N=CN=C3NC4=C(C=C(C=C4)Br)F)OC. Drug 2: CC=C1C(=O)NC(C(=O)OC2CC(=O)NC(C(=O)NC(CSSCCC=C2)C(=O)N1)C(C)C)C(C)C. Cell line: KM12. Synergy scores: CSS=54.1, Synergy_ZIP=-4.04, Synergy_Bliss=-11.4, Synergy_Loewe=-73.2, Synergy_HSA=-13.2. (8) Drug 1: C1=CC(=CC=C1CC(C(=O)O)N)N(CCCl)CCCl.Cl. Drug 2: C1=NC2=C(N1)C(=S)N=CN2. Cell line: UO-31. Synergy scores: CSS=29.6, Synergy_ZIP=-3.21, Synergy_Bliss=4.83, Synergy_Loewe=-0.163, Synergy_HSA=3.32. (9) Drug 1: CN1C2=C(C=C(C=C2)N(CCCl)CCCl)N=C1CCCC(=O)O.Cl. Drug 2: CCN(CC)CCCC(C)NC1=C2C=C(C=CC2=NC3=C1C=CC(=C3)Cl)OC. Cell line: SF-268. Synergy scores: CSS=2.73, Synergy_ZIP=-2.49, Synergy_Bliss=-4.77, Synergy_Loewe=-11.6, Synergy_HSA=-5.20. (10) Drug 1: CCN(CC)CCCC(C)NC1=C2C=C(C=CC2=NC3=C1C=CC(=C3)Cl)OC. Drug 2: CC(C)CN1C=NC2=C1C3=CC=CC=C3N=C2N. Cell line: SN12C. Synergy scores: CSS=22.7, Synergy_ZIP=6.44, Synergy_Bliss=11.7, Synergy_Loewe=4.08, Synergy_HSA=4.24.